From a dataset of Full USPTO retrosynthesis dataset with 1.9M reactions from patents (1976-2016). Predict the reactants needed to synthesize the given product. (1) Given the product [NH2:11][C:12]1[C:21]([O:8][CH2:7][C:3]2[CH:2]=[N:1][CH:6]=[CH:5][CH:4]=2)=[N:20][C:19]2[C:14](=[CH:15][CH:16]=[CH:17][CH:18]=2)[N:13]=1, predict the reactants needed to synthesize it. The reactants are: [N:1]1[CH:6]=[CH:5][CH:4]=[C:3]([CH2:7][OH:8])[CH:2]=1.[H-].[Na+].[NH2:11][C:12]1[C:21](Cl)=[N:20][C:19]2[C:14](=[CH:15][CH:16]=[CH:17][CH:18]=2)[N:13]=1.[Cl-].[NH4+]. (2) The reactants are: [NH2:1][C@:2]1([CH2:9][C:10]#[C:11][C:12]2[N:17]=[C:16]([C:18]3[CH:23]=[C:22]([O:24][CH2:25][CH3:26])[CH:21]=[CH:20][C:19]=3[F:27])[CH:15]=[C:14]([CH3:28])[N:13]=2)[CH2:6][CH2:5][N:4]([CH3:7])[C:3]1=[O:8]. Given the product [CH2:25]([O:24][C:22]1[CH:21]=[CH:20][C:19]([F:27])=[C:18]([C:16]2[CH:15]=[C:14]([CH3:28])[N:13]=[C:12]([C:11]3[CH2:10][CH2:9][C@:2]4([CH2:6][CH2:5][N:4]([CH3:7])[C:3]4=[O:8])[N:1]=3)[N:17]=2)[CH:23]=1)[CH3:26], predict the reactants needed to synthesize it. (3) The reactants are: [CH3:1][O:2][C:3]1[CH:4]=[C:5]([C:12]2[CH2:13][CH2:14][N:15]([CH2:18][CH2:19][C:20]([F:23])([F:22])[F:21])[CH2:16][CH:17]=2)[CH:6]=[CH:7][C:8]=1[N+:9]([O-])=O. Given the product [CH3:1][O:2][C:3]1[CH:4]=[C:5]([CH:12]2[CH2:17][CH2:16][N:15]([CH2:18][CH2:19][C:20]([F:23])([F:21])[F:22])[CH2:14][CH2:13]2)[CH:6]=[CH:7][C:8]=1[NH2:9], predict the reactants needed to synthesize it. (4) Given the product [OH2:5].[ClH:42].[CH:1]1([C:4]([NH:6][C:7]2[N:8]=[C:9]3[CH:14]=[CH:13][C:12]([O:15][C:16]4[CH:21]=[CH:20][C:19]([NH:22][C:23]([C:25]5[C:26](=[O:39])[N:27]([C:32]6[CH:33]=[CH:34][C:35]([F:38])=[CH:36][CH:37]=6)[N:28]([CH3:31])[C:29]=5[CH3:30])=[O:24])=[CH:18][C:17]=4[F:40])=[CH:11][N:10]3[CH:41]=2)=[O:5])[CH2:3][CH2:2]1, predict the reactants needed to synthesize it. The reactants are: [CH:1]1([C:4]([NH:6][C:7]2[N:8]=[C:9]3[CH:14]=[CH:13][C:12]([O:15][C:16]4[CH:21]=[CH:20][C:19]([NH:22][C:23]([C:25]5[C:26](=[O:39])[N:27]([C:32]6[CH:37]=[CH:36][C:35]([F:38])=[CH:34][CH:33]=6)[N:28]([CH3:31])[C:29]=5[CH3:30])=[O:24])=[CH:18][C:17]=4[F:40])=[CH:11][N:10]3[CH:41]=2)=[O:5])[CH2:3][CH2:2]1.[ClH:42]. (5) Given the product [Br:15][C:12]1[CH:11]=[C:6]([C:7]([O:9][CH3:10])=[O:8])[CH:5]=[C:4]2[C:13]=1[O:14][C:26](=[S:27])[CH:2]=[C:1]2[OH:3], predict the reactants needed to synthesize it. The reactants are: [C:1]([C:4]1[CH:5]=[C:6]([CH:11]=[C:12]([Br:15])[C:13]=1[OH:14])[C:7]([O:9][CH3:10])=[O:8])(=[O:3])[CH3:2].C[Si]([N-][Si](C)(C)C)(C)C.[Na+].[C:26](=S)=[S:27]. (6) Given the product [Cl:37][C:36]1[CH:35]=[CH:34][CH:33]=[C:32]([Cl:38])[C:31]=1[NH:1][C:2]1[CH:10]=[C:9]([CH3:11])[C:8]2[NH:7][C@H:6]3[CH2:19][CH2:20][NH:21][CH2:22][C@H:5]3[C:4]=2[CH:3]=1, predict the reactants needed to synthesize it. The reactants are: [NH2:1][C:2]1[CH:10]=[C:9]([CH3:11])[C:8]2[N:7](C(OC(C)(C)C)=O)[C@H:6]3[CH2:19][CH2:20][N:21](C(OC(C)(C)C)=O)[CH2:22][C@H:5]3[C:4]=2[CH:3]=1.Br[C:31]1[C:36]([Cl:37])=[CH:35][CH:34]=[CH:33][C:32]=1[Cl:38].